Regression. Given a peptide amino acid sequence and an MHC pseudo amino acid sequence, predict their binding affinity value. This is MHC class I binding data. From a dataset of Peptide-MHC class I binding affinity with 185,985 pairs from IEDB/IMGT. (1) The peptide sequence is RRSRPSGDLRQ. The MHC is HLA-B27:05 with pseudo-sequence HLA-B27:05. The binding affinity (normalized) is 0.235. (2) The peptide sequence is LEGLADAIW. The MHC is HLA-A69:01 with pseudo-sequence HLA-A69:01. The binding affinity (normalized) is 0.0847. (3) The peptide sequence is GMFTNRFGSQ. The MHC is HLA-A29:02 with pseudo-sequence HLA-A29:02. The binding affinity (normalized) is 0. (4) The peptide sequence is HEVHAVWPG. The MHC is HLA-A02:01 with pseudo-sequence HLA-A02:01. The binding affinity (normalized) is 0.0847. (5) The peptide sequence is KVFPYALINK. The MHC is Patr-A0301 with pseudo-sequence Patr-A0301. The binding affinity (normalized) is 0.478.